From a dataset of hERG Central: cardiac toxicity at 1µM, 10µM, and general inhibition. Predict hERG channel inhibition at various concentrations. (1) The drug is COc1ccc(C(=O)C2CCCN(Cc3ccc(C)s3)C2)c(OC)c1. Results: hERG_inhib (hERG inhibition (general)): blocker. (2) The drug is O=C(/C=C/c1ccccc1)N1CCC(c2ccccc2)C1. Results: hERG_inhib (hERG inhibition (general)): blocker. (3) The compound is CC1(C)CC2CC(C)(CN2C(=O)c2ccc([N+](=O)[O-])cc2)C1. Results: hERG_inhib (hERG inhibition (general)): blocker. (4) The compound is CCCCn1cnc2c(c(-c3ccccc3)c(-c3ccccc3)n2Cc2ccco2)c1=N. Results: hERG_inhib (hERG inhibition (general)): blocker. (5) The molecule is C[C@]12CC[C@@H]3c4ccc(O)cc4C(=O)C[C@H]3[C@@H]1CC[C@@H]2O. Results: hERG_inhib (hERG inhibition (general)): blocker. (6) The molecule is CCc1cccc(NC(=O)c2cccc(S(=O)(=O)N3CCN(C)CC3)c2)c1. Results: hERG_inhib (hERG inhibition (general)): blocker. (7) Results: hERG_inhib (hERG inhibition (general)): blocker. The drug is CCC(=NCCCN(CC)CC)c1c(O)n(C2CCCCC2)c(=O)[nH]c1=O.